Predict the product of the given reaction. From a dataset of Forward reaction prediction with 1.9M reactions from USPTO patents (1976-2016). (1) Given the reactants [CH3:1][C:2]([CH3:20])=[CH:3][CH2:4][C:5]([C:14]1[CH:19]=[CH:18][CH:17]=[CH:16][CH:15]=1)([C:8]1[CH:13]=[CH:12][CH:11]=[CH:10][CH:9]=1)[CH2:6][NH2:7].[CH:21](=O)[C:22]1[CH:27]=[CH:26][CH:25]=[CH:24][CH:23]=1.[BH4-].[Na+], predict the reaction product. The product is: [CH2:21]([NH:7][CH2:6][C:5]([C:14]1[CH:19]=[CH:18][CH:17]=[CH:16][CH:15]=1)([C:8]1[CH:9]=[CH:10][CH:11]=[CH:12][CH:13]=1)[CH2:4][CH:3]=[C:2]([CH3:20])[CH3:1])[C:22]1[CH:27]=[CH:26][CH:25]=[CH:24][CH:23]=1. (2) Given the reactants [CH3:1][Si:2]([CH3:28])([CH3:27])[CH2:3][CH2:4][O:5][CH2:6][N:7]1[CH:11]=[CH:10][C:9]([NH:12][C:13]2[N:18]=[C:17]([CH2:19][C:20]3([OH:26])[CH2:25][CH2:24][NH:23][CH2:22][CH2:21]3)[CH:16]=[CH:15][CH:14]=2)=[N:8]1.[Cl:29][C:30]1[C:31]([F:39])=[C:32]([CH:36]=[CH:37][CH:38]=1)[C:33](O)=[O:34].O.OC1C2N=NNC=2C=CC=1.Cl.CN(C)CCCN=C=NCC.C(=O)(O)[O-].[Na+], predict the reaction product. The product is: [Cl:29][C:30]1[C:31]([F:39])=[C:32]([CH:36]=[CH:37][CH:38]=1)[C:33]([N:23]1[CH2:22][CH2:21][C:20]([CH2:19][C:17]2[CH:16]=[CH:15][CH:14]=[C:13]([NH:12][C:9]3[CH:10]=[CH:11][N:7]([CH2:6][O:5][CH2:4][CH2:3][Si:2]([CH3:27])([CH3:1])[CH3:28])[N:8]=3)[N:18]=2)([OH:26])[CH2:25][CH2:24]1)=[O:34].